From a dataset of Reaction yield outcomes from USPTO patents with 853,638 reactions. Predict the reaction yield, written as a fraction of the theoretical maximum amount of product (1.0 means a 100% yield; for example, 0.34 means a 34% yield). (1) The reactants are [CH3:1][C:2]1[C:3]([C:13]([O:15]C)=[O:14])=[CH:4][CH:5]=[C:6]2[C:11]=1[C:10](=[O:12])[NH:9][CH2:8][CH2:7]2.[H-].[Na+].Cl[CH2:20][C:21]1[C:26]([CH3:27])=[CH:25][C:24](C)=[CH:23][C:22]=1[O:29][CH2:30][C:31]1[C:36](C2(OCC3C=CC=CC=3)C=C(C)C=C(C)C2CCl)=[CH:35][CH:34]=[CH:33][CH:32]=1.C[N:56](C=O)C. No catalyst specified. The product is [CH2:30]([O:29][C:22]1[C:21]([CH2:20][N:9]2[CH2:8][CH2:7][C:6]3[C:11](=[C:2]([CH3:1])[C:3]([C:13]([OH:15])=[O:14])=[CH:4][CH:5]=3)[C:10]2=[O:12])=[C:26]([CH3:27])[CH:25]=[C:24]([CH3:23])[N:56]=1)[C:31]1[CH:36]=[CH:35][CH:34]=[CH:33][CH:32]=1. The yield is 0.610. (2) The reactants are [Br:1][C:2]1[CH:3]=[C:4]([C:8]2[CH:24]=[C:11]3[N:12]=[C:13]([CH3:23])[C:14]([C@H:17]([OH:22])[C:18]([O:20][CH3:21])=[O:19])=[C:15]([Cl:16])[N:10]3[N:9]=2)[CH:5]=[CH:6][CH:7]=1.[C:25](OC(=O)C)([CH3:28])([CH3:27])[CH3:26].Cl(O)(=O)(=O)=O. The catalyst is C(Cl)Cl. The product is [Br:1][C:2]1[CH:3]=[C:4]([C:8]2[CH:24]=[C:11]3[N:12]=[C:13]([CH3:23])[C:14]([C@H:17]([O:22][C:25]([CH3:28])([CH3:27])[CH3:26])[C:18]([O:20][CH3:21])=[O:19])=[C:15]([Cl:16])[N:10]3[N:9]=2)[CH:5]=[CH:6][CH:7]=1. The yield is 0.643.